The task is: Predict the reactants needed to synthesize the given product.. This data is from Retrosynthesis with 50K atom-mapped reactions and 10 reaction types from USPTO. (1) Given the product CCCCC(CC)COc1ccc(-n2c(C)cc(=O)cc2C)cc1, predict the reactants needed to synthesize it. The reactants are: CCCCC(CC)CBr.Cc1cc(=O)cc(C)n1-c1ccc(O)cc1. (2) Given the product CCCCCCCCCCCCCCCCCCNC(=O)OCC1CC=CCC1C(=O)NCCN1CCCCC1, predict the reactants needed to synthesize it. The reactants are: CCCCCCCCCCCCCCCCCCN=C=O.O=C(NCCN1CCCCC1)C1CC=CCC1CO. (3) Given the product O=C(NCc1cn(Cc2cccc(Oc3ccccc3)c2)nn1)c1cccnc1Nc1ccc(Cl)cc1, predict the reactants needed to synthesize it. The reactants are: C#CCNC(=O)c1cccnc1Nc1ccc(Cl)cc1.[N-]=[N+]=NCc1cccc(Oc2ccccc2)c1. (4) Given the product CCCC(C(=O)OC)c1c(C)nc(-c2ccccc2)nc1Cc1ccccc1, predict the reactants needed to synthesize it. The reactants are: CCCC(C(=O)OC)c1c(C)nc(-c2ccccc2)nc1Cl.[Mg+]Cc1ccccc1. (5) Given the product c1ccc2c(N3CCNCC3)noc2c1, predict the reactants needed to synthesize it. The reactants are: C1CNCCN1.Clc1noc2ccccc12. (6) Given the product C=C[C@@H]1C[C@]1(N)C(=O)NS(=O)(=O)C1(CCC)CC1, predict the reactants needed to synthesize it. The reactants are: C=C[C@@H]1C[C@]1(NC(=O)OC(C)(C)C)C(=O)NS(=O)(=O)C1(CCC)CC1. (7) Given the product CCCCCNC(=O)[C@H](Cc1cccc(N2CC(=O)N(Cc3ccc(OC)cc3)S2(=O)=O)c1)NC(=O)OC(C)(C)C, predict the reactants needed to synthesize it. The reactants are: CCCCCN.COc1ccc(CN2C(=O)CN(c3cccc(C[C@H](NC(=O)OC(C)(C)C)C(=O)O)c3)S2(=O)=O)cc1. (8) Given the product CCOC(=O)C#Cc1ccc(Cl)c(F)c1, predict the reactants needed to synthesize it. The reactants are: C#CC(=O)OCC.Fc1cc(I)ccc1Cl. (9) Given the product CN1C(=O)C(C)(C)c2cc(COC(=O)N3CCN(C[C@@]4(C)Cn5cc([N+](=O)[O-])nc5O4)CC3)ccc21, predict the reactants needed to synthesize it. The reactants are: CC1(C)C(=O)Nc2ccc(COC(=O)N3CCN(C[C@@]4(C)Cn5cc([N+](=O)[O-])nc5O4)CC3)cc21.CI.